From a dataset of Full USPTO retrosynthesis dataset with 1.9M reactions from patents (1976-2016). Predict the reactants needed to synthesize the given product. (1) Given the product [N:21]1([C@H:19]2[CH2:20][C@H:17]([O:16][C:13]3[CH:14]=[CH:15][C:10]([C:9]4[S:37][C:2]5[CH:7]=[CH:6][N:5]=[CH:4][C:3]=5[N:8]=4)=[CH:11][CH:12]=3)[CH2:18]2)[CH2:26][CH2:25][CH2:24][CH2:23][CH2:22]1, predict the reactants needed to synthesize it. The reactants are: Cl[C:2]1[CH:7]=[CH:6][N:5]=[CH:4][C:3]=1[NH:8][C:9](=O)[C:10]1[CH:15]=[CH:14][C:13]([O:16][C@H:17]2[CH2:20][C@H:19]([N:21]3[CH2:26][CH2:25][CH2:24][CH2:23][CH2:22]3)[CH2:18]2)=[CH:12][CH:11]=1.COC1C=CC(P2(=S)SP(C3C=CC(OC)=CC=3)(=S)[S:37]2)=CC=1. (2) Given the product [CH:36]([N:21]([CH:18]([CH3:20])[CH3:19])[CH2:22][CH2:23][NH:24][C:25]([C:27]1[C:31]([CH3:32])=[C:30]([CH:33]=[C:10]2[C:9]3[C:13](=[CH:14][CH:15]=[CH:16][C:8]=3[C:5]3[CH:4]=[CH:3][C:2]([Br:1])=[CH:7][CH:6]=3)[NH:12][C:11]2=[O:17])[NH:29][C:28]=1[CH3:35])=[O:26])([CH3:37])[CH3:38], predict the reactants needed to synthesize it. The reactants are: [Br:1][C:2]1[CH:7]=[CH:6][C:5]([C:8]2[CH:16]=[CH:15][CH:14]=[C:13]3[C:9]=2[CH2:10][C:11](=[O:17])[NH:12]3)=[CH:4][CH:3]=1.[CH:18]([N:21]([CH:36]([CH3:38])[CH3:37])[CH2:22][CH2:23][NH:24][C:25]([C:27]1[C:31]([CH3:32])=[C:30]([CH:33]=O)[NH:29][C:28]=1[CH3:35])=[O:26])([CH3:20])[CH3:19].